From a dataset of Full USPTO retrosynthesis dataset with 1.9M reactions from patents (1976-2016). Predict the reactants needed to synthesize the given product. (1) Given the product [N:17]1([C:13]2[CH:12]=[C:11]([C:8]3([NH2:7])[CH2:9][CH2:10]3)[CH:16]=[CH:15][CH:14]=2)[CH:21]=[CH:20][CH:19]=[N:18]1, predict the reactants needed to synthesize it. The reactants are: C(OC(=O)[NH:7][C:8]1([C:11]2[CH:16]=[CH:15][CH:14]=[C:13]([N:17]3[CH:21]=[CH:20][CH:19]=[N:18]3)[CH:12]=2)[CH2:10][CH2:9]1)(C)(C)C. (2) Given the product [CH3:9][N:8]([CH3:10])[CH2:7][CH2:6][O:5][C:4]1[CH:3]=[C:2]([B:25]([OH:30])[OH:26])[CH:13]=[CH:12][CH:11]=1, predict the reactants needed to synthesize it. The reactants are: Br[C:2]1[CH:3]=[C:4]([CH:11]=[CH:12][CH:13]=1)[O:5][CH2:6][CH2:7][N:8]([CH3:10])[CH3:9].CCCCCC.C([Li])CCC.[B:25](OC(C)C)([O:30]C(C)C)[O:26]C(C)C. (3) Given the product [CH3:32][C:29]1[C:30]([C:5]2[S:4][CH:3]=[N:7][CH:6]=2)=[C:26]2[N:25]=[C:24]([CH3:33])[CH:23]=[C:22]([CH:18]([CH2:19][CH2:20][CH3:21])[CH2:15][CH2:16][CH3:17])[N:27]2[N:28]=1, predict the reactants needed to synthesize it. The reactants are: C[Si](C)(C)[C:3]1[S:4][CH:5]=[CH:6][N:7]=1.C([Li])CCC.[CH2:15]([CH:18]([C:22]1[N:27]2[N:28]=[C:29]([CH3:32])[C:30](I)=[C:26]2[N:25]=[C:24]([CH3:33])[CH:23]=1)[CH2:19][CH2:20][CH3:21])[CH2:16][CH3:17]. (4) Given the product [CH3:1][N:2]1[C:6]2[CH:7]=[C:8]3[C:13]4([C:21]5[C:16](=[CH:17][CH:18]=[CH:19][CH:20]=5)[N:15]([CH2:35][C@H:36]5[CH2:40][CH2:39][CH2:38][O:37]5)[C:14]4=[O:22])[CH2:12][O:11][C:9]3=[CH:10][C:5]=2[O:4][C:3]1=[O:23], predict the reactants needed to synthesize it. The reactants are: [CH3:1][N:2]1[C:6]2[CH:7]=[C:8]3[C:13]4([C:21]5[C:16](=[CH:17][CH:18]=[CH:19][CH:20]=5)[NH:15][C:14]4=[O:22])[CH2:12][O:11][C:9]3=[CH:10][C:5]=2[O:4][C:3]1=[O:23].CC1C=CC(S(O[CH2:35][C@H:36]2[CH2:40][CH2:39][CH2:38][O:37]2)(=O)=O)=CC=1.BrCC1CCCCO1. (5) Given the product [S:23]1[C:24]2[CH:30]=[CH:29][CH:28]=[CH:27][C:25]=2[N:26]=[C:22]1[CH2:21][O:20][C:11]1[C:12]2[CH:18]=[C:17]([F:19])[CH:16]=[CH:15][C:13]=2[S:14][C:10]=1[C:8]([NH:7][C:4]([CH3:6])([CH3:5])[C:3]([OH:31])=[O:2])=[O:9], predict the reactants needed to synthesize it. The reactants are: C[O:2][C:3](=[O:31])[C:4]([NH:7][C:8]([C:10]1[S:14][C:13]2[CH:15]=[CH:16][C:17]([F:19])=[CH:18][C:12]=2[C:11]=1[O:20][CH2:21][C:22]1[S:23][C:24]2[CH:30]=[CH:29][CH:28]=[CH:27][C:25]=2[N:26]=1)=[O:9])([CH3:6])[CH3:5].Cl. (6) Given the product [CH2:29]([NH:36][C:22]([C:20]1[CH:19]=[CH:18][C:13]2[N:14]([CH3:17])[C:15](=[O:16])[N:10]([CH2:9][C:8]3[CH:7]=[CH:6][C:5]([S:2]([CH3:1])(=[O:3])=[O:4])=[CH:28][CH:27]=3)[S:11](=[O:25])(=[O:26])[C:12]=2[CH:21]=1)=[O:24])[C:30]1[CH:35]=[CH:34][CH:33]=[CH:32][CH:31]=1, predict the reactants needed to synthesize it. The reactants are: [CH3:1][S:2]([C:5]1[CH:28]=[CH:27][C:8]([CH2:9][N:10]2[C:15](=[O:16])[N:14]([CH3:17])[C:13]3[CH:18]=[CH:19][C:20]([C:22]([OH:24])=O)=[CH:21][C:12]=3[S:11]2(=[O:26])=[O:25])=[CH:7][CH:6]=1)(=[O:4])=[O:3].[CH2:29]([NH2:36])[C:30]1[CH:35]=[CH:34][CH:33]=[CH:32][CH:31]=1.